This data is from Catalyst prediction with 721,799 reactions and 888 catalyst types from USPTO. The task is: Predict which catalyst facilitates the given reaction. Reactant: [F:1][C:2]1[CH:11]=[C:10]2[C:5]([C:6](=[O:38])[CH:7]=[C:8]([C:12]([NH:14][CH:15]3[CH2:20][CH2:19][N:18]([CH2:21][C:22]4[CH:27]=[CH:26][C:25]([NH:28][CH2:29][CH2:30][CH2:31][N:32]5[CH2:36][CH2:35][CH2:34][CH2:33]5)=[C:24]([F:37])[CH:23]=4)[CH2:17][CH2:16]3)=[O:13])[O:9]2)=[CH:4][CH:3]=1.[C:39](Cl)(=[O:41])[CH3:40]. Product: [C:39]([N:28]([CH2:29][CH2:30][CH2:31][N:32]1[CH2:36][CH2:35][CH2:34][CH2:33]1)[C:25]1[CH:26]=[CH:27][C:22]([CH2:21][N:18]2[CH2:17][CH2:16][CH:15]([NH:14][C:12]([C:8]3[O:9][C:10]4[C:5]([C:6](=[O:38])[CH:7]=3)=[CH:4][CH:3]=[C:2]([F:1])[CH:11]=4)=[O:13])[CH2:20][CH2:19]2)=[CH:23][C:24]=1[F:37])(=[O:41])[CH3:40]. The catalyst class is: 1.